From a dataset of Reaction yield outcomes from USPTO patents with 853,638 reactions. Predict the reaction yield, written as a fraction of the theoretical maximum amount of product (1.0 means a 100% yield; for example, 0.34 means a 34% yield). The reactants are [CH3:1][O:2][C:3]1[CH:4]=[C:5]([NH2:15])[CH:6]=[CH:7][C:8]=1[N:9]1[CH:13]=[C:12]([CH3:14])[N:11]=[CH:10]1.Cl[C:17]1[N:22]=[C:21]([CH3:23])[CH:20]=[C:19]([O:24][CH:25]2[CH2:28][O:27][CH2:26]2)[N:18]=1.C(=O)([O-])[O-].[K+].[K+]. No catalyst specified. The product is [CH3:1][O:2][C:3]1[CH:4]=[C:5]([NH:15][C:17]2[N:22]=[C:21]([CH3:23])[CH:20]=[C:19]([O:24][CH:25]3[CH2:26][O:27][CH2:28]3)[N:18]=2)[CH:6]=[CH:7][C:8]=1[N:9]1[CH:13]=[C:12]([CH3:14])[N:11]=[CH:10]1. The yield is 0.270.